Dataset: Full USPTO retrosynthesis dataset with 1.9M reactions from patents (1976-2016). Task: Predict the reactants needed to synthesize the given product. (1) Given the product [Br:1][C:2]1[S:3][CH:4]=[C:5]([C@@H:7]2[CH2:9][C@H:8]2[C:10]([OH:12])=[O:11])[N:6]=1, predict the reactants needed to synthesize it. The reactants are: [Br:1][C:2]1[S:3][CH:4]=[C:5]([C@@H:7]2[CH2:9][C@H:8]2[C:10]([O:12]CC)=[O:11])[N:6]=1.[OH-].[Na+].Cl. (2) Given the product [Cl:6][C:7]1[CH:12]=[CH:11][C:10]([CH:13]2[C:14]3[C:29]([CH2:30][O:31][CH3:32])=[N:5][N:4]([CH:1]4[CH2:3][CH2:2]4)[C:15]=3[C:16](=[O:27])[N:17]2[CH2:18][C:19]2[CH:20]=[CH:21][C:22]([O:25][CH3:26])=[CH:23][CH:24]=2)=[CH:9][CH:8]=1, predict the reactants needed to synthesize it. The reactants are: [CH:1]1([NH:4][NH2:5])[CH2:3][CH2:2]1.[Cl:6][C:7]1[CH:12]=[CH:11][C:10]([CH:13]2[N:17]([CH2:18][C:19]3[CH:24]=[CH:23][C:22]([O:25][CH3:26])=[CH:21][CH:20]=3)[C:16](=[O:27])[C:15](O)=[C:14]2[C:29](=O)[CH2:30][O:31][CH3:32])=[CH:9][CH:8]=1. (3) Given the product [Cl:25][C:26]1[N:31]=[N:30][C:29]([S:32]([N:20]2[CH2:21][CH2:22][N:17]([C:14]3[CH:13]=[CH:12][C:11]([C:5]([OH:10])([C:6]([F:9])([F:8])[F:7])[C:4]([F:3])([F:23])[F:24])=[CH:16][CH:15]=3)[CH2:18][CH2:19]2)(=[O:34])=[O:33])=[CH:28][CH:27]=1, predict the reactants needed to synthesize it. The reactants are: Cl.Cl.[F:3][C:4]([F:24])([F:23])[C:5]([C:11]1[CH:16]=[CH:15][C:14]([N:17]2[CH2:22][CH2:21][NH:20][CH2:19][CH2:18]2)=[CH:13][CH:12]=1)([OH:10])[C:6]([F:9])([F:8])[F:7].[Cl:25][C:26]1[N:31]=[N:30][C:29]([S:32](Cl)(=[O:34])=[O:33])=[CH:28][CH:27]=1.C(N(CC)CC)C. (4) Given the product [C:11]([O:15][C:16]([N:18]1[CH2:23][CH2:22][CH:21]([O:24][C:25]2[CH:26]=[C:27]3[C:32](=[CH:33][CH:34]=2)[C:31]([O:8][CH2:1][C:2]2[CH:7]=[CH:6][CH:5]=[CH:4][CH:3]=2)=[N:30][CH:29]=[CH:28]3)[CH2:20][CH2:19]1)=[O:17])([CH3:14])([CH3:13])[CH3:12], predict the reactants needed to synthesize it. The reactants are: [CH2:1]([OH:8])[C:2]1[CH:7]=[CH:6][CH:5]=[CH:4][CH:3]=1.[H-].[Na+].[C:11]([O:15][C:16]([N:18]1[CH2:23][CH2:22][CH:21]([O:24][C:25]2[CH:26]=[C:27]3[C:32](=[CH:33][CH:34]=2)[C:31](Cl)=[N:30][CH:29]=[CH:28]3)[CH2:20][CH2:19]1)=[O:17])([CH3:14])([CH3:13])[CH3:12]. (5) Given the product [CH3:1][C:2]1([C:7]2[CH:17]=[CH:16][C:10]([C:11]([OH:13])=[O:12])=[CH:9][C:8]=2[NH:18][C:19]2[CH:20]=[CH:21][C:22]([O:25][CH2:26][CH2:27][O:28][CH:29]3[CH2:30][CH2:31][O:32][CH2:33][CH2:34]3)=[CH:23][CH:24]=2)[O:3][CH2:4][CH2:5][O:6]1, predict the reactants needed to synthesize it. The reactants are: [CH3:1][C:2]1([C:7]2[CH:17]=[CH:16][C:10]([C:11]([O:13]CC)=[O:12])=[CH:9][C:8]=2[NH:18][C:19]2[CH:24]=[CH:23][C:22]([O:25][CH2:26][CH2:27][O:28][CH:29]3[CH2:34][CH2:33][O:32][CH2:31][CH2:30]3)=[CH:21][CH:20]=2)[O:6][CH2:5][CH2:4][O:3]1.[OH-].[Na+].O. (6) Given the product [Cl:1][C:2]1[N:7]=[C:6]([Cl:8])[C:5]([C:18]2[CH:23]=[CH:22][CH:21]=[CH:20][C:19]=2[S:24][CH3:25])=[CH:4][N:3]=1, predict the reactants needed to synthesize it. The reactants are: [Cl:1][C:2]1[N:7]=[C:6]([Cl:8])[C:5](I)=[CH:4][N:3]=1.CC1(C)C(C)(C)OB([C:18]2[CH:23]=[CH:22][CH:21]=[CH:20][C:19]=2[S:24][CH3:25])O1. (7) Given the product [F:1][C:2]([F:22])([C:6]([F:20])([F:21])[C:7]([F:18])([F:19])[C:8]([F:17])([F:16])[C:9]([F:14])([F:15])[C:10]([F:13])([F:12])[F:11])[C:3]([O:5][CH3:23])=[O:4], predict the reactants needed to synthesize it. The reactants are: [F:1][C:2]([F:22])([C:6]([F:21])([F:20])[C:7]([F:19])([F:18])[C:8]([F:17])([F:16])[C:9]([F:15])([F:14])[C:10]([F:13])([F:12])[F:11])[C:3]([OH:5])=[O:4].[CH3:23]O.S(=O)(=O)(O)O.